Predict the product of the given reaction. From a dataset of Forward reaction prediction with 1.9M reactions from USPTO patents (1976-2016). (1) Given the reactants S(Cl)(Cl)=O.[Br:5][CH2:6][CH2:7][CH2:8][C:9]([NH:11][C:12]1(O)[CH2:14][CH2:13]1)=[O:10].[NH:16]1[CH:20]=[CH:19][N:18]=[CH:17]1.CCN(CC)CC, predict the reaction product. The product is: [Br:5][CH2:6][CH2:7][CH2:8][C:9]([NH:11][C:12]1([N:16]2[CH:20]=[CH:19][N:18]=[CH:17]2)[CH2:14][CH2:13]1)=[O:10]. (2) Given the reactants [N:1]1[C:9]2[C:4](=[N:5][CH:6]=[CH:7][CH:8]=2)[NH:3][C:2]=1[C:10]1[C:11]([O:20][CH3:21])=[CH:12][C:13]([O:18][CH3:19])=[C:14]([CH:17]=1)[CH:15]=O.[C:22]([C:25]1[CH:30]=[CH:29][C:28]([S:31]([NH2:34])(=[O:33])=[O:32])=[CH:27][CH:26]=1)(=[O:24])[CH3:23], predict the reaction product. The product is: [N:1]1[C:9]2[C:4](=[N:5][CH:6]=[CH:7][CH:8]=2)[NH:3][C:2]=1[C:10]1[C:11]([O:20][CH3:21])=[CH:12][C:13]([O:18][CH3:19])=[C:14](/[CH:15]=[CH:23]/[C:22]([C:25]2[CH:26]=[CH:27][C:28]([S:31]([NH2:34])(=[O:33])=[O:32])=[CH:29][CH:30]=2)=[O:24])[CH:17]=1. (3) Given the reactants O[C:2]1[CH:9]=[C:8]([OH:10])[CH:7]=[C:6]([OH:11])[C:3]=1[CH:4]=[O:5].Br[CH2:13][CH2:14][CH2:15][CH2:16][CH2:17][CH2:18][CH2:19][CH2:20][CH2:21][CH3:22].[C:23]([O-:26])([O-])=O.[K+].[K+], predict the reaction product. The product is: [CH2:13]([O:11][C:6]1[CH:7]=[C:8]([O:10][CH2:13][CH2:14][CH2:15][CH2:16][CH2:17][CH2:18][CH2:19][CH2:20][CH2:21][CH3:22])[CH:9]=[C:2]([O:26][CH2:23][CH2:13][CH2:14][CH2:15][CH2:16][CH2:17][CH2:18][CH2:19][CH2:20][CH3:21])[C:3]=1[CH:4]=[O:5])[CH2:14][CH2:15][CH2:16][CH2:17][CH2:18][CH2:19][CH2:20][CH2:21][CH3:22]. (4) Given the reactants [F:1][C:2]1[CH:10]=[CH:9][CH:8]=[C:7]([CH3:11])[C:3]=1[C:4](O)=O.[N+:12]([O-])(O)=O.[C:16](=[O:19])([O-])[O-].[K+].[K+].IC.[OH2:24], predict the reaction product. The product is: [NH2:12][C:8]1[C:7]([CH3:11])=[C:3]([C:2]([F:1])=[CH:10][CH:9]=1)[C:4]([O:19][CH3:16])=[O:24]. (5) Given the reactants Br[C:2]1[CH:7]=[C:6]([CH2:8][N:9]2[CH2:13][CH2:12][CH2:11][CH2:10]2)[CH:5]=[CH:4][C:3]=1[CH2:14][CH2:15][NH:16][C:17]([C:19]1[CH:24]=[CH:23][C:22]([C:25]2[CH:30]=[CH:29][C:28]([Cl:31])=[CH:27][CH:26]=2)=[CH:21][CH:20]=1)=[O:18].[CH3:32]OB(O)O, predict the reaction product. The product is: [CH3:32][C:2]1[CH:7]=[C:6]([CH2:8][N:9]2[CH2:13][CH2:12][CH2:11][CH2:10]2)[CH:5]=[CH:4][C:3]=1[CH2:14][CH2:15][NH:16][C:17]([C:19]1[CH:24]=[CH:23][C:22]([C:25]2[CH:30]=[CH:29][C:28]([Cl:31])=[CH:27][CH:26]=2)=[CH:21][CH:20]=1)=[O:18]. (6) Given the reactants [Br:1][C:2]1[CH:11]=[CH:10][C:5]([C:6]([O:8]C)=[O:7])=[CH:4][C:3]=1[O:12][CH2:13][CH3:14].[OH-].[Li+].Cl, predict the reaction product. The product is: [Br:1][C:2]1[CH:11]=[CH:10][C:5]([C:6]([OH:8])=[O:7])=[CH:4][C:3]=1[O:12][CH2:13][CH3:14]. (7) Given the reactants C(O)(C(F)(F)F)=O.C(OC(=O)[NH:14][C:15]1[C:24]2[C:19](=[CH:20][CH:21]=[CH:22][CH:23]=2)[C:18]([O:25][C:26]2[CH:31]=[CH:30][N:29]=[C:28]([NH:32][C:33]3[CH:38]=[C:37]([C:39](=[O:51])[NH:40][CH2:41][CH2:42][O:43][CH2:44][CH2:45][O:46][CH2:47][CH2:48][O:49][CH3:50])[CH:36]=[C:35]([C:52]#[CH:53])[CH:34]=3)[CH:27]=2)=[CH:17][CH:16]=1)(C)(C)C, predict the reaction product. The product is: [NH2:14][C:15]1[C:24]2[C:19](=[CH:20][CH:21]=[CH:22][CH:23]=2)[C:18]([O:25][C:26]2[CH:31]=[CH:30][N:29]=[C:28]([NH:32][C:33]3[CH:38]=[C:37]([CH:36]=[C:35]([C:52]#[CH:53])[CH:34]=3)[C:39]([NH:40][CH2:41][CH2:42][O:43][CH2:44][CH2:45][O:46][CH2:47][CH2:48][O:49][CH3:50])=[O:51])[CH:27]=2)=[CH:17][CH:16]=1. (8) Given the reactants [CH2:1]([O:4][CH3:5])[C:2]#[CH:3].[CH2:6]([Li])[CH2:7]CC.CCCCCC.[CH3:17][N:18]([CH3:32])[C:19]1([C:26]2[CH:31]=[CH:30][CH:29]=[CH:28][CH:27]=2)[CH2:24][CH2:23][C:22](=[O:25])[CH2:21][CH2:20]1.[Br-].[Li+].C(I)C, predict the reaction product. The product is: [CH2:6]([O:25][C:22]1([C:3]#[C:2][CH2:1][O:4][CH3:5])[CH2:23][CH2:24][C:19]([N:18]([CH3:32])[CH3:17])([C:26]2[CH:27]=[CH:28][CH:29]=[CH:30][CH:31]=2)[CH2:20][CH2:21]1)[CH3:7]. (9) Given the reactants [CH2:1]([CH:19]([N:38]=[N+:39]=[N-:40])[CH2:20][CH2:21][CH2:22][CH2:23][CH2:24][CH2:25][CH2:26][CH2:27]/[CH:28]=[CH:29]\[CH2:30]/[CH:31]=[CH:32]\[CH2:33][CH2:34][CH2:35][CH2:36][CH3:37])[CH2:2][CH2:3][CH2:4][CH2:5][CH2:6][CH2:7][CH2:8]/[CH:9]=[CH:10]\[CH2:11]/[CH:12]=[CH:13]\[CH2:14][CH2:15][CH2:16][CH2:17][CH3:18].[CH3:41][N:42]([CH3:46])[CH2:43][C:44]#[CH:45].O=C1O[C@H]([C@H](CO)O)C([O-])=C1O.[Na+], predict the reaction product. The product is: [CH3:18][CH2:17][CH2:16][CH2:15][CH2:14]/[CH:13]=[CH:12]\[CH2:11]/[CH:10]=[CH:9]\[CH2:8][CH2:7][CH2:6][CH2:5][CH2:4][CH2:3][CH2:2][CH2:1][CH:19]([N:38]1[CH:45]=[C:44]([CH2:43][N:42]([CH3:46])[CH3:41])[N:40]=[N:39]1)[CH2:20][CH2:21][CH2:22][CH2:23][CH2:24][CH2:25][CH2:26][CH2:27]/[CH:28]=[CH:29]\[CH2:30]/[CH:31]=[CH:32]\[CH2:33][CH2:34][CH2:35][CH2:36][CH3:37].